The task is: Binary Classification. Given a miRNA mature sequence and a target amino acid sequence, predict their likelihood of interaction.. This data is from Experimentally validated miRNA-target interactions with 360,000+ pairs, plus equal number of negative samples. (1) The miRNA is hsa-miR-106b-5p with sequence UAAAGUGCUGACAGUGCAGAU. Result: 0 (no interaction). The protein sequence of the target gene is MLPTQAGAAAALGRGSALGGSLNRTPTGRPGGGGGTRGANGGRVPGNGAGLGPGRLEREAAAAAATTPAPTAGALYSGSEGDSESGEEEELGAERRGLKRSLSEMEIGMVVGGPEASAAATGGYGPVSGAVSGAKPGKKTRGRVKIKMEFIDNKLRRYTTFSKRKTGIMKKAYELSTLTGTQVLLLVASETGHVYTFATRKLQPMITSETGKALIQTCLNSPDSPPRSDPTTDQRMSATGFEETDLTYQVSESDSSGETKDTLKPAFTVTNLPGTTSTIQTAPSTSTTMQVSSGPSFPIT.... (2) The miRNA is hsa-miR-1236-5p with sequence UGAGUGACAGGGGAAAUGGGGA. The protein sequence of the target gene is MGSKEDAGKGCPAAGGVSSFTIQSILGGGPSEAPREPVGWPARKRSLSVSSEEEEPDDGWKAPACFCPDQHGPKEQGPKHHPPIPFPCLGTPKGSGGSGPGGLERTPFLSPSHSDFKEEKERLLPAGSPSPGSERPRDGGAERQAGAAKKKTRTVFSRSQVYQLESTFDMKRYLSSSERACLASSLQLTETQVKTWFQNRRNKWKRQLSAELEAANMAHASAQTLVSMPLVFRDSSLLRVPVPRSLAFPAPLYYPGSNLSALPLYNLYNKLDY. Result: 0 (no interaction). (3) The miRNA is mmu-miR-362-5p with sequence AAUCCUUGGAACCUAGGUGUGAAU. The protein sequence of the target gene is MAVAVRALQEQLEKAKESLKNVDENIRKLTGRDPNDVRPIQARLLALSGPGGGRGRGSLLLRRGFSDSGGGPPAKQRDLEGAVSRLGGERRTRRESRQESDPEDDDVKKPALQSSVVATSKERTRDLIQDQNMDEKGKQRNRRIFGLLMGTLQKFKQESTVATERQKRRQEIEQKLEVQAEEERKQVENERRELFEERRAKQTELRLLEQKVELAQLQEEWNEHNAKIIKYIRTKTKPHLFYIPGRMCPATQKLIEESQRKMNALFEGRRIEFAEQINKMEARPRRQSMKEKEHQVVRNE.... Result: 1 (interaction).